This data is from Reaction yield outcomes from USPTO patents with 853,638 reactions. The task is: Predict the reaction yield, written as a fraction of the theoretical maximum amount of product (1.0 means a 100% yield; for example, 0.34 means a 34% yield). (1) The reactants are [F:1][C:2]1[CH:7]=[CH:6][CH:5]=[C:4]([F:8])[C:3]=1[N:9]1[C:14]2[N:15]=[C:16]([N:29]3[CH2:34][CH2:33][CH:32]([N:35]4[CH2:40][CH2:39][CH:38]([CH3:41])[CH2:37][CH2:36]4)[CH2:31][CH2:30]3)[N:17]=[C:18]([C:19]3[CH:20]=[C:21]([CH:25]=[CH:26][C:27]=3[CH3:28])[C:22]([OH:24])=O)[C:13]=2[CH:12]=[CH:11][C:10]1=[O:42].CN(C(O[N:58]1N=[N:58][C:53]2[CH:54]=[CH:55][CH:55]=[CH:54][C:53]1=2)=[N+](C)C)C.F[P-](F)(F)(F)(F)F.C(N(CC)CC)C.C1(N)CC1. The catalyst is CN(C=O)C. The product is [CH:53]1([NH:58][C:22](=[O:24])[C:21]2[CH:25]=[CH:26][C:27]([CH3:28])=[C:19]([C:18]3[C:13]4[CH:12]=[CH:11][C:10](=[O:42])[N:9]([C:3]5[C:2]([F:1])=[CH:7][CH:6]=[CH:5][C:4]=5[F:8])[C:14]=4[N:15]=[C:16]([N:29]4[CH2:34][CH2:33][CH:32]([N:35]5[CH2:40][CH2:39][CH:38]([CH3:41])[CH2:37][CH2:36]5)[CH2:31][CH2:30]4)[N:17]=3)[CH:20]=2)[CH2:55][CH2:54]1. The yield is 0.410. (2) The reactants are Br[C:2]1[CH:3]=[C:4]([C:8]2([C:19]3[CH:24]=[CH:23][N:22]=[C:21]([O:25][CH3:26])[CH:20]=3)[C:16]3[C:11](=[C:12]([F:17])[CH:13]=[CH:14][CH:15]=3)[C:10]([NH2:18])=[N:9]2)[CH:5]=[CH:6][CH:7]=1.C([Sn](CCCC)(CCCC)[C:32]1[CH:37]=[N:36][CH:35]=[CH:34][N:33]=1)CCC.CN(C=[O:50])C. The catalyst is C1C=CC([P]([Pd]([P](C2C=CC=CC=2)(C2C=CC=CC=2)C2C=CC=CC=2)([P](C2C=CC=CC=2)(C2C=CC=CC=2)C2C=CC=CC=2)[P](C2C=CC=CC=2)(C2C=CC=CC=2)C2C=CC=CC=2)(C2C=CC=CC=2)C2C=CC=CC=2)=CC=1. The product is [C:21]([OH:25])(=[O:50])[CH3:20].[F:17][C:12]1[CH:13]=[CH:14][CH:15]=[C:16]2[C:11]=1[C:10]([NH2:18])=[N:9][C:8]2([C:19]1[CH:24]=[CH:23][N:22]=[C:21]([O:25][CH3:26])[CH:20]=1)[C:4]1[CH:5]=[CH:6][CH:7]=[C:2]([C:32]2[CH:37]=[N:36][CH:35]=[CH:34][N:33]=2)[CH:3]=1. The yield is 0.485. (3) The reactants are [CH3:1][O:2][C:3]1[C:4]([NH:15][C:16](=[O:20])OCC)=[N:5][C:6]2[C:11]([N:12]=1)=[CH:10][C:9]([O:13][CH3:14])=[CH:8][CH:7]=2.[CH3:21][C:22]1[CH:27]=[CH:26][CH:25]=[CH:24][C:23]=1[N:28]1[CH2:33][CH2:32][NH:31][CH2:30][CH2:29]1. No catalyst specified. The product is [CH3:1][O:2][C:3]1[C:4]([NH:15][C:16]([N:31]2[CH2:32][CH2:33][N:28]([C:23]3[CH:24]=[CH:25][CH:26]=[CH:27][C:22]=3[CH3:21])[CH2:29][CH2:30]2)=[O:20])=[N:5][C:6]2[C:11]([N:12]=1)=[CH:10][C:9]([O:13][CH3:14])=[CH:8][CH:7]=2. The yield is 0.930. (4) The catalyst is CS(C)=O.C(O)(=O)C. The product is [CH:1]1([C:6]2[C:14]3[C:9](=[CH:10][C:49]([C:48]([NH:41][C:37]4([C:35]5[N:34]([CH3:42])[C:33]6[CH:43]=[CH:44][C:30](/[CH:29]=[CH:28]/[C:27]([OH:26])=[O:45])=[CH:31][C:32]=6[N:36]=5)[CH2:38][CH2:39][CH2:40]4)=[O:47])=[CH:50][CH:13]=3)[N:8]([CH3:61])[C:7]=2[C:19]2[CH:24]=[CH:23][CH:22]=[CH:21][N:20]=2)[CH2:5][CH2:4][CH2:3][CH2:2]1. The yield is 0.780. The reactants are [CH:1]1([C:6]2[C:14]3[C:9](=[CH:10]C(C(O)=O)=C[CH:13]=3)[N:8](C)[C:7]=2[C:19]2[CH:24]=[CH:23][CH:22]=[CH:21][N:20]=2)[CH2:5][CH2:4][CH2:3][CH2:2]1.C[O:26][C:27](=[O:45])/[CH:28]=[CH:29]/[C:30]1[CH:44]=[CH:43][C:33]2[N:34]([CH3:42])[C:35]([C:37]3([NH2:41])[CH2:40][CH2:39][CH2:38]3)=[N:36][C:32]=2[CH:31]=1.C[O:47][C:48](=O)/[CH:49]=[CH:50]/C1C=CC(NC)=C(N)C=1.[CH3:61]N(C(ON1N=NC2C=CC=NC1=2)=[N+](C)C)C.F[P-](F)(F)(F)(F)F.CCN(CC)CC.[OH-].[Na+]. (5) The reactants are C1COC2C=CC(NC3C(F)=CN=C(NC4C=CC=C(O)C=4)N=3)=CC=2O1.[NH2:27][C:28]1[CH:29]=[C:30]([CH:33]=[CH:34][CH:35]=1)[C:31]#[N:32].[Cl:36][C:37]1[N:42]=[C:41](Cl)[C:40]([F:44])=[CH:39][N:38]=1. No catalyst specified. The product is [Cl:36][C:37]1[N:42]=[C:41]([NH:27][C:28]2[CH:35]=[CH:34][CH:33]=[C:30]([C:31]#[N:32])[CH:29]=2)[C:40]([F:44])=[CH:39][N:38]=1. The yield is 0.860.